From a dataset of Catalyst prediction with 721,799 reactions and 888 catalyst types from USPTO. Predict which catalyst facilitates the given reaction. (1) Reactant: [CH3:1][Si:2]([CH3:17])([CH3:16])[CH2:3][CH2:4][O:5][CH2:6][N:7]1[C:15]2[C:10](=[CH:11][CH:12]=[CH:13][CH:14]=2)[CH:9]=[CH:8]1.C([Li])CCC.[C:23]([O:27][C:28]([N:30]1[CH2:35][CH2:34][CH2:33][CH2:32][CH:31]1[C:36](=[O:41])N(OC)C)=[O:29])([CH3:26])([CH3:25])[CH3:24].[NH4+].[Cl-]. Product: [C:23]([O:27][C:28]([N:30]1[CH2:35][CH2:34][CH2:33][CH2:32][CH:31]1[C:36]([C:8]1[N:7]([CH2:6][O:5][CH2:4][CH2:3][Si:2]([CH3:17])([CH3:16])[CH3:1])[C:15]2[C:10]([CH:9]=1)=[CH:11][CH:12]=[CH:13][CH:14]=2)=[O:41])=[O:29])([CH3:26])([CH3:25])[CH3:24]. The catalyst class is: 57. (2) Reactant: CCCCCCCCCCCCCCCCCC(OC[C@@H](OC(CCCCCCCCCCCCCCCCC)=O)COP(OCC[N+](C)(C)C)([O-])=O)=O.O.O.[Cl-].[Ca+2].[Cl-].FC(Br)(F)C(F)(F)C(F)(F)C(F)(F)C(F)(F)C(F)(F)C(F)(F)C(F)(F)F.[CH2:86]1[C@@H:91]([NH2:92])[C@H:90]([O:93][C@H:94]2[O:99][C@H:98]([CH2:100][OH:101])[C@@H:97]([OH:102])[C@H:96]([NH2:103])[C@H:95]2[OH:104])[C@@H:89]([OH:105])[C@H:88]([O:106][C@H:107]2[O:112][C@H:111]([CH2:113][NH2:114])[C@@H:110]([OH:115])[CH2:109][C@H:108]2[NH2:116])[C@H:87]1[NH2:117].OS(O)(=O)=O. Product: [CH2:86]1[C@@H:91]([NH2:92])[C@H:90]([O:93][C@H:94]2[O:99][C@H:98]([CH2:100][OH:101])[C@@H:97]([OH:102])[C@H:96]([NH2:103])[C@H:95]2[OH:104])[C@@H:89]([OH:105])[C@H:88]([O:106][C@H:107]2[O:112][C@H:111]([CH2:113][NH2:114])[C@@H:110]([OH:115])[CH2:109][C@H:108]2[NH2:116])[C@H:87]1[NH2:117]. The catalyst class is: 6. (3) Reactant: Br[CH2:2][CH2:3][CH:4]1[O:8][CH2:7][CH2:6][O:5]1.C(=O)([O-])[O-].[K+].[K+].[SH:15][CH:16]([C:27]1[C:32]([F:33])=[CH:31][CH:30]=[C:29]([F:34])[C:28]=1[F:35])[C:17]1[C:18]([CH3:26])=[CH:19][C:20]([C:23]([NH2:25])=[O:24])=[N:21][CH:22]=1.[Cl-].[NH4+]. Product: [O:5]1[CH2:6][CH2:7][O:8][CH:4]1[CH2:3][CH2:2][S:15][CH:16]([C:27]1[C:32]([F:33])=[CH:31][CH:30]=[C:29]([F:34])[C:28]=1[F:35])[C:17]1[C:18]([CH3:26])=[CH:19][C:20]([C:23]([NH2:25])=[O:24])=[N:21][CH:22]=1. The catalyst class is: 434. (4) Reactant: [CH2:1]([O:3][C:4]1[CH:9]=[C:8]([N+:10]([O-])=O)[CH:7]=[CH:6][C:5]=1[CH:13]([C:15]1[CH:20]=[C:19]([CH3:21])[CH:18]=[CH:17][N:16]=1)[OH:14])[CH3:2]. Product: [NH2:10][C:8]1[CH:7]=[CH:6][C:5]([CH:13]([C:15]2[CH:20]=[C:19]([CH3:21])[CH:18]=[CH:17][N:16]=2)[OH:14])=[C:4]([O:3][CH2:1][CH3:2])[CH:9]=1. The catalyst class is: 178. (5) Reactant: C([O:9][CH2:10][CH2:11][N:12]1[C:20]2[C:19](Cl)=[N:18][CH:17]=[N:16][C:15]=2[CH:14]=[CH:13]1)(=O)C1C=CC=CC=1.[NH2:22][C:23]1[CH:24]=[C:25]2[C:29](=[CH:30][CH:31]=1)[N:28]([CH2:32][C:33]1[N:38]=[C:37]([C:39]([NH:41][C:42]([CH3:45])([CH3:44])[CH3:43])=[O:40])[CH:36]=[CH:35][CH:34]=1)[CH:27]=[CH:26]2.C(O)(C)C.[OH-].[Na+]. Product: [C:42]([NH:41][C:39]([C:37]1[CH:36]=[CH:35][CH:34]=[C:33]([CH2:32][N:28]2[C:29]3[C:25](=[CH:24][C:23]([NH:22][C:19]4[C:20]5[N:12]([CH2:11][CH2:10][OH:9])[CH:13]=[CH:14][C:15]=5[N:16]=[CH:17][N:18]=4)=[CH:31][CH:30]=3)[CH:26]=[CH:27]2)[N:38]=1)=[O:40])([CH3:45])([CH3:43])[CH3:44]. The catalyst class is: 7. (6) Reactant: [N+:1]([C:4]1[CH:9]=[CH:8][C:7]([C:10]2([C:15]([O:17][CH2:18][CH3:19])=[O:16])[CH2:14][CH2:13][CH2:12][CH2:11]2)=[CH:6][C:5]=1[O:20][CH2:21][C:22]([F:25])([F:24])[F:23])([O-])=O. Product: [NH2:1][C:4]1[CH:9]=[CH:8][C:7]([C:10]2([C:15]([O:17][CH2:18][CH3:19])=[O:16])[CH2:14][CH2:13][CH2:12][CH2:11]2)=[CH:6][C:5]=1[O:20][CH2:21][C:22]([F:23])([F:24])[F:25]. The catalyst class is: 5.